From a dataset of Forward reaction prediction with 1.9M reactions from USPTO patents (1976-2016). Predict the product of the given reaction. (1) The product is: [Si:22]([O:1][C@H:2]([C@H:4]1[NH:9][C:8]([CH3:11])([CH3:10])[CH2:7][C:6](=[O:12])[CH2:5]1)[CH3:3])([C:19]([CH3:21])([CH3:20])[CH3:18])([CH3:24])[CH3:23]. Given the reactants [OH:1][C@H:2]([C@H:4]1[NH:9][C:8]([CH3:11])([CH3:10])[CH2:7][C:6](=[O:12])[CH2:5]1)[CH3:3].N1C=CN=C1.[CH3:18][C:19]([Si:22](Cl)([CH3:24])[CH3:23])([CH3:21])[CH3:20], predict the reaction product. (2) Given the reactants [C:1]([C:4]1[CH:9]=[CH:8][CH:7]=[C:6]([C:10](=O)[CH3:11])[N:5]=1)(=[O:3])[CH3:2].[CH2:13]([C:15]1[CH:21]=[CH:20][CH:19]=[C:18]([CH2:22][CH3:23])[C:16]=1[NH2:17])[CH3:14].C(O)=O, predict the reaction product. The product is: [CH2:13]([C:15]1[CH:21]=[CH:20][CH:19]=[C:18]([CH2:22][CH3:23])[C:16]=1[N:17]=[C:10]([C:6]1[N:5]=[C:4]([C:1](=[O:3])[CH3:2])[CH:9]=[CH:8][CH:7]=1)[CH3:11])[CH3:14]. (3) Given the reactants [CH:1]([CH:4]1[C:9](=[O:10])[NH:8][C:7]2[CH:11]=[C:12]([N+:15]([O-:17])=[O:16])[CH:13]=[CH:14][C:6]=2[O:5]1)([CH3:3])[CH3:2].C(=O)([O-])[O-].[K+].[K+].[C:24]([O:28][CH3:29])(=[O:27])[CH:25]=[CH2:26].C(OCC)(=O)C, predict the reaction product. The product is: [CH3:29][O:28][C:24](=[O:27])[CH2:25][CH2:26][N:8]1[C:7]2[CH:11]=[C:12]([N+:15]([O-:17])=[O:16])[CH:13]=[CH:14][C:6]=2[O:5][CH:4]([CH:1]([CH3:3])[CH3:2])[C:9]1=[O:10]. (4) Given the reactants C(N1C=CN=C1)(N1C=CN=C1)=O.[C:13]([O:17][C:18]([N:20]1[CH2:24][CH2:23][C@H:22]([C:25]([OH:27])=O)[CH2:21]1)=[O:19])([CH3:16])([CH3:15])[CH3:14].Cl.[CH3:29][NH:30][O:31][CH3:32], predict the reaction product. The product is: [C:13]([O:17][C:18]([N:20]1[CH2:24][CH2:23][C@H:22]([C:25](=[O:27])[N:30]([O:31][CH3:32])[CH3:29])[CH2:21]1)=[O:19])([CH3:14])([CH3:15])[CH3:16]. (5) Given the reactants [Cl:1][C:2]1[CH:10]=[CH:9][C:8]([C:11]2[CH:12]=[CH:13][C:14](C#CC3CCCN3C(OC(C)(C)C)=O)=[N:15][C:16]=2[C@@H:17]([NH:27][C:28](=[O:45])[CH2:29][N:30]2[C:34]3[C:35]([F:40])([F:39])[C@@H:36]4[CH2:38][C@@H:37]4[C:33]=3[C:32]([C:41]([F:44])([F:43])[F:42])=[N:31]2)[CH2:18][C:19]2[CH:24]=[C:23]([F:25])[CH:22]=[C:21]([F:26])[CH:20]=2)=[C:7]2[C:3]=1[C:4]([NH:61][S:62]([CH3:65])(=[O:64])=[O:63])=[N:5][N:6]2[CH3:60].[C:66]([C:68]1([OH:76])[CH2:73][O:72][C:71]([CH3:75])([CH3:74])[O:70][CH2:69]1)#[CH:67], predict the reaction product. The product is: [Cl:1][C:2]1[CH:10]=[CH:9][C:8]([C:11]2[C:16]([C@@H:17]([NH:27][C:28](=[O:45])[CH2:29][N:30]3[C:34]4[C:35]([F:39])([F:40])[C@@H:36]5[CH2:38][C@@H:37]5[C:33]=4[C:32]([C:41]([F:42])([F:43])[F:44])=[N:31]3)[CH2:18][C:19]3[CH:24]=[C:23]([F:25])[CH:22]=[C:21]([F:26])[CH:20]=3)=[N:15][C:14]([C:67]#[C:66][C:68]3([OH:76])[CH2:69][O:70][C:71]([CH3:74])([CH3:75])[O:72][CH2:73]3)=[CH:13][CH:12]=2)=[C:7]2[C:3]=1[C:4]([NH:61][S:62]([CH3:65])(=[O:63])=[O:64])=[N:5][N:6]2[CH3:60]. (6) The product is: [F:1][C:2]1[CH:3]=[CH:4][C:5]([N:8]2[C:11](=[O:12])[C@H:10]([S:13][CH2:14][C:15]([C:17]3[CH:18]=[CH:19][C:20]([F:78])=[CH:21][CH:22]=3)=[O:16])[C@H:9]2[C:25]2[CH:26]=[CH:27][C:28]([O:29][CH2:30][C:39]([NH:41][CH2:42][C:46]([OH:48])=[O:47])=[O:40])=[CH:34][CH:35]=2)=[CH:6][CH:7]=1. Given the reactants [F:1][C:2]1[CH:7]=[CH:6][C:5]([N:8]2[C:11](=[O:12])[C@H:10]([S:13][CH2:14][C:15]([C:17]3[CH:22]=[CH:21][C:20](OC)=[CH:19][CH:18]=3)=[O:16])[C@H:9]2[C:25]2[CH:35]=[CH:34][C:28]([O:29][CH2:30]C(O)=O)=[CH:27][CH:26]=2)=[CH:4][CH:3]=1.Cl.NC[C:39]([NH:41][C@@H:42]([C:46]([O:48]C(C)(C)C)=[O:47])C(C)C)=[O:40].CN1CCOCC1.CN(C(ON1N=NC2C=CC=CC1=2)=[N+](C)C)C.[B-](F)(F)(F)[F:78].FC(F)(F)C(O)=O, predict the reaction product.